This data is from NCI-60 drug combinations with 297,098 pairs across 59 cell lines. The task is: Regression. Given two drug SMILES strings and cell line genomic features, predict the synergy score measuring deviation from expected non-interaction effect. (1) Drug 1: CC12CCC3C(C1CCC2=O)CC(=C)C4=CC(=O)C=CC34C. Drug 2: CNC(=O)C1=NC=CC(=C1)OC2=CC=C(C=C2)NC(=O)NC3=CC(=C(C=C3)Cl)C(F)(F)F. Cell line: MALME-3M. Synergy scores: CSS=65.9, Synergy_ZIP=0.171, Synergy_Bliss=4.80, Synergy_Loewe=3.70, Synergy_HSA=3.68. (2) Drug 1: C1CN(P(=O)(OC1)NCCCl)CCCl. Drug 2: CCC1(C2=C(COC1=O)C(=O)N3CC4=CC5=C(C=CC(=C5CN(C)C)O)N=C4C3=C2)O.Cl. Cell line: OVCAR-8. Synergy scores: CSS=25.5, Synergy_ZIP=-4.22, Synergy_Bliss=-2.40, Synergy_Loewe=-53.6, Synergy_HSA=-5.35.